Dataset: Rat liver microsome stability data. Task: Regression/Classification. Given a drug SMILES string, predict its absorption, distribution, metabolism, or excretion properties. Task type varies by dataset: regression for continuous measurements (e.g., permeability, clearance, half-life) or binary classification for categorical outcomes (e.g., BBB penetration, CYP inhibition). Dataset: rlm. (1) The molecule is COCCNCc1ccc(C=Cc2cncc(C#N)c2Nc2ccc3[nH]ccc3c2C)nc1. The result is 1 (stable in rat liver microsomes). (2) The drug is CC1=C(C(=O)Nc2ccccc2Cl)C(c2ccccc2Br)NC(Nc2nc3ccccc3o2)=N1. The result is 0 (unstable in rat liver microsomes).